From a dataset of TCR-epitope binding with 47,182 pairs between 192 epitopes and 23,139 TCRs. Binary Classification. Given a T-cell receptor sequence (or CDR3 region) and an epitope sequence, predict whether binding occurs between them. (1) The epitope is FLKEKGGL. The TCR CDR3 sequence is CSARDSGRGIENYEQYF. Result: 1 (the TCR binds to the epitope). (2) The epitope is FADDLNQLTGY. The TCR CDR3 sequence is CASSLIPSGGRNEQFF. Result: 0 (the TCR does not bind to the epitope). (3) The epitope is EEHVQIHTI. The TCR CDR3 sequence is CASSLVAGSYEQYF. Result: 0 (the TCR does not bind to the epitope).